Dataset: PAMPA (Parallel Artificial Membrane Permeability Assay) permeability data from NCATS. Task: Regression/Classification. Given a drug SMILES string, predict its absorption, distribution, metabolism, or excretion properties. Task type varies by dataset: regression for continuous measurements (e.g., permeability, clearance, half-life) or binary classification for categorical outcomes (e.g., BBB penetration, CYP inhibition). Dataset: pampa_ncats. (1) The compound is COC1=C(C=C(C=C1)CNC2=CC=C(C=C2)S(=O)(=O)NC3=NC=CS3)O. The result is 1 (high permeability). (2) The result is 1 (high permeability). The molecule is C1CCC(CC1)C2=NN=C(O2)C3=CC=C(C=C3)Cl. (3) The compound is CCOC1=C(C=C(C=C1)CCNC(=O)C2=CC3=CC=CC=C3O2)OCC. The result is 1 (high permeability). (4) The drug is C1COC2=C(C=C(C=C2)C3=NC(=NC=N3)N4CCC(CC4)C(=O)N)OC1. The result is 1 (high permeability). (5) The drug is C[C@@H]1COCCN1C2=NC(=NC3=C2C=CC(=N3)C4=CC(=C(C=C4)OC)CO)N5CCOC[C@H]5C. The result is 1 (high permeability). (6) The drug is C1=CC=C(C=C1)C2=CSC(=N2)NC(=O)C3=C(C=NC=C3)NS(=O)(=O)C4=CC=CC=C4F. The result is 1 (high permeability). (7) The molecule is C1=COC(=C1)C(=O)C2=CC\3=C(C=C2)NC(=O)/C3=C\C4=CC(=C(C(=C4)Cl)O)Cl. The result is 1 (high permeability). (8) The compound is CN1C=CC2=C(N=C(C=C21)C3=CC=CC=C3C#N)C(=O)NCC4CCC(=O)N4. The result is 1 (high permeability). (9) The compound is CC1=CC(=C(N1C2=CC=C(C=C2)Cl)C)C3=NN=C4N3CCCCC4. The result is 1 (high permeability). (10) The molecule is CCOC1=C(C(=CC(=C1)CCNC(=O)C2=CC3=C(N2CC4=CC=CC=C4)C=CS3)F)OCC. The result is 0 (low-to-moderate permeability).